This data is from Forward reaction prediction with 1.9M reactions from USPTO patents (1976-2016). The task is: Predict the product of the given reaction. (1) Given the reactants [N+:1]([C:4]1[C:5]([OH:11])=[N:6][CH:7]=[CH:8][C:9]=1[OH:10])([O-])=O, predict the reaction product. The product is: [NH2:1][C:4]1[C:5]([OH:11])=[N:6][CH:7]=[CH:8][C:9]=1[OH:10]. (2) Given the reactants [CH2:1]([O:8][C:9]1[C:10](=[O:19])[NH:11][C:12]([CH3:18])=[CH:13][C:14]=1[C:15]([OH:17])=O)[C:2]1[CH:7]=[CH:6][CH:5]=[CH:4][CH:3]=1.[SH:20][C:21]1[S:22][CH2:23][CH2:24][N:25]=1.C1(N=C=NC2CCCCC2)CCCCC1, predict the reaction product. The product is: [CH2:1]([O:8][C:9]1[C:10](=[O:19])[NH:11][C:12]([CH3:18])=[CH:13][C:14]=1[C:15]([N:25]1[CH2:24][CH2:23][S:22][C:21]1=[S:20])=[O:17])[C:2]1[CH:3]=[CH:4][CH:5]=[CH:6][CH:7]=1.